From a dataset of Forward reaction prediction with 1.9M reactions from USPTO patents (1976-2016). Predict the product of the given reaction. Given the reactants [Si]([O:8][CH2:9][C@:10]1([C:25]([O:27][C:28]([CH3:31])([CH3:30])[CH3:29])=[O:26])[CH:14]([CH3:15])[C:13](=[O:16])[N:12]([C@@H:17]([C:19]2[CH:24]=[CH:23][CH:22]=[CH:21][CH:20]=2)[CH3:18])[CH2:11]1)(C(C)(C)C)(C)C.[F-].C([N+](CCCC)(CCCC)CCCC)CCC, predict the reaction product. The product is: [OH:8][CH2:9][C@:10]1([C:25]([O:27][C:28]([CH3:30])([CH3:29])[CH3:31])=[O:26])[CH:14]([CH3:15])[C:13](=[O:16])[N:12]([C@@H:17]([C:19]2[CH:24]=[CH:23][CH:22]=[CH:21][CH:20]=2)[CH3:18])[CH2:11]1.